From a dataset of Forward reaction prediction with 1.9M reactions from USPTO patents (1976-2016). Predict the product of the given reaction. (1) The product is: [Br:9][C:10]1[CH:18]=[C:17]2[C:13]([CH:14]=[N:15][N:16]2[S:19]([C:22]2[CH:27]=[CH:26][C:25]([CH3:28])=[CH:24][CH:23]=2)(=[O:21])=[O:20])=[C:12]([NH:29][C:30]([C:32]2[N:33]=[C:34]([CH2:37][N:4]3[CH2:5][C@H:6]([CH3:8])[O:7][C@H:2]([CH3:1])[CH2:3]3)[S:35][CH:36]=2)=[O:31])[CH:11]=1. Given the reactants [CH3:1][C@H:2]1[O:7][C@@H:6]([CH3:8])[CH2:5][NH:4][CH2:3]1.[Br:9][C:10]1[CH:18]=[C:17]2[C:13]([CH:14]=[N:15][N:16]2[S:19]([C:22]2[CH:27]=[CH:26][C:25]([CH3:28])=[CH:24][CH:23]=2)(=[O:21])=[O:20])=[C:12]([NH:29][C:30]([C:32]2[N:33]=[C:34]([CH2:37]Cl)[S:35][CH:36]=2)=[O:31])[CH:11]=1, predict the reaction product. (2) Given the reactants [O:1]=[C:2]1[C:10]2[C:5](=[CH:6][CH:7]=[CH:8][CH:9]=2)[C:4](=[O:11])[N:3]1[CH2:12][CH2:13][C:14]1[N:18]([CH3:19])[N:17]=[C:16]([C:20]#[N:21])[CH:15]=1.C([O-])(=O)C.[K+].[Br:27]Br.S([O-])(O)=O.[Na+], predict the reaction product. The product is: [Br:27][C:15]1[C:16]([C:20]#[N:21])=[N:17][N:18]([CH3:19])[C:14]=1[CH2:13][CH2:12][N:3]1[C:2](=[O:1])[C:10]2[C:5](=[CH:6][CH:7]=[CH:8][CH:9]=2)[C:4]1=[O:11]. (3) Given the reactants C([O:5][C:6](=[O:33])[C:7]1[CH:12]=[CH:11][C:10]([CH2:13][N:14]2[CH:23]=[CH:22][C:21]3[C:16](=[CH:17][C:18]([C:24]#[C:25][CH2:26][N:27]4[CH:31]=[CH:30][N:29]=[N:28]4)=[N:19][CH:20]=3)[C:15]2=[O:32])=[CH:9][CH:8]=1)(C)(C)C, predict the reaction product. The product is: [O:32]=[C:15]1[C:16]2[C:21](=[CH:20][N:19]=[C:18]([C:24]#[C:25][CH2:26][N:27]3[CH:31]=[CH:30][N:29]=[N:28]3)[CH:17]=2)[CH:22]=[CH:23][N:14]1[CH2:13][C:10]1[CH:9]=[CH:8][C:7]([C:6]([OH:33])=[O:5])=[CH:12][CH:11]=1. (4) Given the reactants [Br:1][C:2]1[N:3]=[C:4]([CH2:7][NH:8][CH:9]=O)[S:5][CH:6]=1.P(Cl)(Cl)(Cl)=O.[OH-].[Na+], predict the reaction product. The product is: [Br:1][C:2]1[N:3]2[CH:9]=[N:8][CH:7]=[C:4]2[S:5][CH:6]=1. (5) Given the reactants [CH3:1][O:2][C:3](=[O:38])[C:4]1[CH:9]=[C:8]([O:10][C:11]2[CH:16]=[CH:15][C:14]([NH2:17])=[C:13]([C:18]([CH3:26])([CH3:25])[O:19][SiH2:20][C:21]([CH3:24])([CH3:23])[CH3:22])[CH:12]=2)[CH:7]=[CH:6][C:5]=1[NH:27][S:28]([C:31]1[CH:36]=[CH:35][C:34]([CH3:37])=[CH:33][CH:32]=1)(=[O:30])=[O:29].[S:39](Cl)([C:42]1[CH:48]=[CH:47][C:45]([CH3:46])=[CH:44][CH:43]=1)(=[O:41])=[O:40].N1C=CC=CC=1, predict the reaction product. The product is: [CH3:1][O:2][C:3](=[O:38])[C:4]1[CH:9]=[C:8]([O:10][C:11]2[CH:16]=[CH:15][C:14]([NH:17][S:39]([C:42]3[CH:48]=[CH:47][C:45]([CH3:46])=[CH:44][CH:43]=3)(=[O:41])=[O:40])=[C:13]([C:18]([CH3:26])([CH3:25])[O:19][SiH2:20][C:21]([CH3:22])([CH3:23])[CH3:24])[CH:12]=2)[CH:7]=[CH:6][C:5]=1[NH:27][S:28]([C:31]1[CH:32]=[CH:33][C:34]([CH3:37])=[CH:35][CH:36]=1)(=[O:30])=[O:29]. (6) Given the reactants [Br:1][C:2]1[S:3][C:4]2[CH:10]=[C:9]([C:11](OC)=[O:12])[CH:8]=[C:7]([F:15])[C:5]=2[N:6]=1.CC(C[Al]CC(C)C)C, predict the reaction product. The product is: [Br:1][C:2]1[S:3][C:4]2[CH:10]=[C:9]([CH2:11][OH:12])[CH:8]=[C:7]([F:15])[C:5]=2[N:6]=1.